Task: Predict the reactants needed to synthesize the given product.. Dataset: Full USPTO retrosynthesis dataset with 1.9M reactions from patents (1976-2016) (1) Given the product [CH2:46]([N:42]([CH:43]([CH3:45])[CH3:44])[C:41](=[O:53])[CH2:40][N:20]1[C:19](=[O:54])[CH:18]([CH2:17][C:10]2[C:11]3[C:16](=[CH:15][CH:14]=[CH:13][CH:12]=3)[NH:8][N:9]=2)[C:27]2[N:23]([C:24]([C:28]3[CH:29]=[CH:30][CH:31]=[CH:32][CH:33]=3)=[N:25][N:26]=2)[C:22]2[CH:34]=[C:35]([F:39])[C:36]([F:38])=[CH:37][C:21]1=2)[C:47]1[CH:52]=[CH:51][CH:50]=[CH:49][CH:48]=1, predict the reactants needed to synthesize it. The reactants are: C(OC([N:8]1[C:16]2[C:11](=[CH:12][CH:13]=[CH:14][CH:15]=2)[C:10]([CH2:17][CH:18]2[C:27]3[N:23]([C:24]([C:28]4[CH:33]=[CH:32][CH:31]=[CH:30][CH:29]=4)=[N:25][N:26]=3)[C:22]3[CH:34]=[C:35]([F:39])[C:36]([F:38])=[CH:37][C:21]=3[N:20]([CH2:40][C:41](=[O:53])[N:42]([CH2:46][C:47]3[CH:52]=[CH:51][CH:50]=[CH:49][CH:48]=3)[CH:43]([CH3:45])[CH3:44])[C:19]2=[O:54])=[N:9]1)=O)(C)(C)C.Cl. (2) The reactants are: [CH2:1]([O:8][C:9]([NH:11][C:12]1[C:13]([C:25](O)=[O:26])=[N:14][C:15]2[C:20]([CH:21]=1)=[CH:19][CH:18]=[C:17]([CH2:22][C:23]#[N:24])[CH:16]=2)=[O:10])[C:2]1[CH:7]=[CH:6][CH:5]=[CH:4][CH:3]=1.[NH2:28][C:29]1[CH:30]=[N:31][CH:32]=[CH:33][C:34]=1[N:35]1[CH2:40][CH2:39][CH2:38][C@H:37]([NH:41][C:42](=[O:51])[O:43][CH2:44][C:45]2[CH:50]=[CH:49][CH:48]=[CH:47][CH:46]=2)[CH2:36]1.CN(C(ON1N=NC2C=CC=NC1=2)=[N+](C)C)C.F[P-](F)(F)(F)(F)F.CCN(C(C)C)C(C)C. Given the product [CH2:1]([O:8][C:9]([NH:11][C:12]1[C:13]([C:25]([NH:28][C:29]2[CH:30]=[N:31][CH:32]=[CH:33][C:34]=2[N:35]2[CH2:40][CH2:39][CH2:38][C@H:37]([NH:41][C:42](=[O:51])[O:43][CH2:44][C:45]3[CH:46]=[CH:47][CH:48]=[CH:49][CH:50]=3)[CH2:36]2)=[O:26])=[N:14][C:15]2[C:20]([CH:21]=1)=[CH:19][CH:18]=[C:17]([CH2:22][C:23]#[N:24])[CH:16]=2)=[O:10])[C:2]1[CH:7]=[CH:6][CH:5]=[CH:4][CH:3]=1, predict the reactants needed to synthesize it. (3) Given the product [CH2:1]([O:8][C:9]1[CH:14]=[CH:13][N:12]([C:15]2[CH:16]=[N:17][C:18]([N:21]3[CH2:25][CH2:24][C@@H:23]([O:26][Si:33]([C:36]([CH3:39])([CH3:38])[CH3:37])([CH3:35])[CH3:34])[CH2:22]3)=[CH:19][CH:20]=2)[C:11](=[O:27])[CH:10]=1)[C:2]1[CH:3]=[CH:4][CH:5]=[CH:6][CH:7]=1, predict the reactants needed to synthesize it. The reactants are: [CH2:1]([O:8][C:9]1[CH:14]=[CH:13][N:12]([C:15]2[CH:16]=[N:17][C:18]([N:21]3[CH2:25][CH2:24][C@@H:23]([OH:26])[CH2:22]3)=[CH:19][CH:20]=2)[C:11](=[O:27])[CH:10]=1)[C:2]1[CH:7]=[CH:6][CH:5]=[CH:4][CH:3]=1.N1C=CN=C1.[Si:33](OS(C(F)(F)F)(=O)=O)([C:36]([CH3:39])([CH3:38])[CH3:37])([CH3:35])[CH3:34]. (4) Given the product [C:22]([NH:30][C:31]1[CH:40]=[C:39]([O:41][CH:15]2[CH2:20][CH2:19][CH2:18][CH2:17][CH2:16]2)[CH:38]=[CH:37][C:32]=1[C:33]([O:35][CH3:36])=[O:34])(=[O:29])[C:23]1[CH:24]=[CH:25][CH:26]=[CH:27][CH:28]=1, predict the reactants needed to synthesize it. The reactants are: N(C(OC(C)C)=O)=NC(OC(C)C)=O.[C:15]1(C)[CH:20]=[CH:19][CH:18]=[CH:17][CH:16]=1.[C:22]([NH:30][C:31]1[CH:40]=[C:39]([OH:41])[CH:38]=[CH:37][C:32]=1[C:33]([O:35][CH3:36])=[O:34])(=[O:29])[C:23]1[CH:28]=[CH:27][CH:26]=[CH:25][CH:24]=1.C1(O)CCCCC1.C1(P(C2C=CC=CC=2)C2C=CC=CC=2)C=CC=CC=1.Cl.